The task is: Predict which catalyst facilitates the given reaction.. This data is from Catalyst prediction with 721,799 reactions and 888 catalyst types from USPTO. (1) Reactant: [CH:1]1([CH2:7][NH:8][C:9]2[O:10][C:11]3[CH:17]=[C:16]([O:18][C:19]4[CH:24]=[CH:23][N:22]=[C:21]([CH2:25][N:26]5C(=O)C6C(=CC=CC=6)C5=O)[CH:20]=4)[CH:15]=[CH:14][C:12]=3[N:13]=2)[CH2:6][CH2:5][CH2:4][CH2:3][CH2:2]1.O.NN. Product: [NH2:26][CH2:25][C:21]1[CH:20]=[C:19]([O:18][C:16]2[CH:15]=[CH:14][C:12]3[N:13]=[C:9]([NH:8][CH2:7][CH:1]4[CH2:6][CH2:5][CH2:4][CH2:3][CH2:2]4)[O:10][C:11]=3[CH:17]=2)[CH:24]=[CH:23][N:22]=1. The catalyst class is: 8. (2) Reactant: C[O:2][C:3](=O)[CH2:4][CH:5]1[C:10](=[O:11])[C@:9]2([CH3:15])[C:12]([CH3:14])([CH3:13])[C@H:6]1[CH2:7][CH2:8]2.O.[NH2:18][NH2:19]. Product: [CH3:15][C@@:9]12[C:12]([CH3:14])([CH3:13])[C@@H:6]([CH2:7][CH2:8]1)[CH:5]([CH2:4][C:3]([NH:18][NH2:19])=[O:2])[C:10]2=[O:11]. The catalyst class is: 14. (3) Reactant: C([O:3][C:4](=[O:33])[CH2:5][C@:6]1([CH2:30][CH2:31][CH3:32])[C:11]2[NH:12][C:13]3[C:18]([C:10]=2[CH2:9][CH2:8][O:7]1)=[C:17]([C:19]#[N:20])[CH:16]=[C:15]([O:21][CH2:22][C:23]1[CH:27]=[C:26]([CH3:28])[O:25][N:24]=1)[C:14]=3[CH3:29])C.[OH-].[Na+]. Product: [C:19]([C:17]1[CH:16]=[C:15]([O:21][CH2:22][C:23]2[CH:27]=[C:26]([CH3:28])[O:25][N:24]=2)[C:14]([CH3:29])=[C:13]2[C:18]=1[C:10]1[CH2:9][CH2:8][O:7][C@@:6]([CH2:5][C:4]([OH:33])=[O:3])([CH2:30][CH2:31][CH3:32])[C:11]=1[NH:12]2)#[N:20]. The catalyst class is: 8. (4) Product: [CH2:1]([O:3][C:4](=[O:17])[NH:5][C:6]1[C:15]([Cl:16])=[CH:14][C:13]2[C:8](=[CH:9][CH:10]=[CH:11][CH:12]=2)[C:7]=1[F:19])[CH3:2]. The catalyst class is: 25. Reactant: [CH2:1]([O:3][C:4](=[O:17])[NH:5][C:6]1[C:15]([Cl:16])=[CH:14][C:13]2[C:8](=[CH:9][CH:10]=[CH:11][CH:12]=2)[CH:7]=1)[CH3:2].[B-](F)(F)(F)[F:19].[B-](F)(F)(F)F.C1[N+]2(CCl)CC[N+](F)(CC2)C1. (5) Reactant: [NH2:1][C:2]1[C:10]([N+:11]([O-])=O)=[CH:9][CH:8]=[CH:7][C:3]=1[C:4]([OH:6])=[O:5].[OH-].[Na+].[H][H].Cl.[CH:19](O)=[O:20]. Product: [NH2:1][C:2]1[C:10]([NH:11][CH:19]=[O:20])=[CH:9][CH:8]=[CH:7][C:3]=1[C:4]([OH:6])=[O:5]. The catalyst class is: 45. (6) Reactant: [Br:1][C:2]1[CH:7]=[CH:6][CH:5]=[C:4](/[CH:8]=[CH:9]/[N+:10]([O-:12])=[O:11])[C:3]=1[O:13]COC.Cl. Product: [Br:1][C:2]1[CH:7]=[CH:6][CH:5]=[C:4](/[CH:8]=[CH:9]/[N+:10]([O-:12])=[O:11])[C:3]=1[OH:13]. The catalyst class is: 71. (7) Reactant: [OH:1][CH:2]([C:4]1[CH:5]=[N:6][C:7]2[C:12]([CH:13]=1)=[CH:11][CH:10]=[C:9]([NH:14]C(=O)OCC1C=CC=CC=1)[CH:8]=2)[CH3:3]. Product: [NH2:14][C:9]1[CH:8]=[C:7]2[C:12]([CH:13]=[C:4]([CH:2]([OH:1])[CH3:3])[CH:5]=[N:6]2)=[CH:11][CH:10]=1. The catalyst class is: 43.